From a dataset of Catalyst prediction with 721,799 reactions and 888 catalyst types from USPTO. Predict which catalyst facilitates the given reaction. Reactant: Br[C:2]1[CH:7]=[CH:6][C:5]([O:8][CH3:9])=[CH:4][C:3]=1[CH3:10].C([Li])CCC.[CH3:16][S:17]SC. Product: [CH3:10][C:3]1[CH:4]=[C:5]([O:8][CH3:9])[CH:6]=[CH:7][C:2]=1[S:17][CH3:16]. The catalyst class is: 1.